Predict the reaction yield, written as a fraction of the theoretical maximum amount of product (1.0 means a 100% yield; for example, 0.34 means a 34% yield). From a dataset of Reaction yield outcomes from USPTO patents with 853,638 reactions. (1) The product is [CH3:1][O:2][C:3]1[CH:4]=[CH:5][C:6]([CH2:7][N:8]2[C:12]([N:13]([CH2:23][CH2:24][CH2:25][C:26]#[N:27])[N:14]=[C:15]([CH3:17])[CH3:16])=[N:11][N:10]=[N:9]2)=[CH:18][CH:19]=1. The yield is 0.780. The reactants are [CH3:1][O:2][C:3]1[CH:19]=[CH:18][C:6]([CH2:7][N:8]2[C:12]([NH:13][N:14]=[C:15]([CH3:17])[CH3:16])=[N:11][N:10]=[N:9]2)=[CH:5][CH:4]=1.[H-].[Na+].Br[CH2:23][CH2:24][CH2:25][C:26]#[N:27]. The catalyst is O1CCCC1. (2) The reactants are [N+:1]([C:4]1[CH:5]=[C:6]([S:10]([NH:13][CH2:14][C:15]([F:18])([F:17])[F:16])(=[O:12])=[O:11])[CH:7]=[CH:8][CH:9]=1)([O-])=O.S(S([O-])=O)([O-])=O.[Na+].[Na+].COC(O)C.Cl.C(=O)([O-])[O-].[Na+].[Na+]. The catalyst is O. The product is [NH2:1][C:4]1[CH:5]=[C:6]([S:10]([NH:13][CH2:14][C:15]([F:18])([F:16])[F:17])(=[O:12])=[O:11])[CH:7]=[CH:8][CH:9]=1. The yield is 0.730. (3) The reactants are [Cl:1][C:2]1[CH:3]=[C:4]([C:11]([CH3:32])([CH3:31])[CH2:12][C:13]([CH2:19][C:20]2[NH:28][C:27]3[C:22](=[N:23][C:24]([CH2:29][OH:30])=[CH:25][CH:26]=3)[CH:21]=2)([OH:18])[C:14]([F:17])([F:16])[F:15])[C:5]2[O:9][CH2:8][CH2:7][C:6]=2[CH:10]=1. The catalyst is CC(C)=O.[O-2].[Mn+4].[O-2]. The product is [Cl:1][C:2]1[CH:3]=[C:4]([C:11]([CH3:32])([CH3:31])[CH2:12][C:13]([OH:18])([C:14]([F:17])([F:16])[F:15])[CH2:19][C:20]2[NH:28][C:27]3[C:22](=[N:23][C:24]([CH:29]=[O:30])=[CH:25][CH:26]=3)[CH:21]=2)[C:5]2[O:9][CH2:8][CH2:7][C:6]=2[CH:10]=1. The yield is 0.740. (4) The reactants are [Br:1][C:2]1[CH:7]=[CH:6][CH:5]=[C:4](Br)[N:3]=1.C([Li])CCC.[S:14](=[O:16])=[O:15].S(Cl)(Cl)(=O)=O.[CH3:22][NH:23][CH3:24]. The catalyst is C(OCC)C.ClCCl. The product is [Br:1][C:2]1[N:3]=[C:4]([S:14]([N:23]([CH3:24])[CH3:22])(=[O:16])=[O:15])[CH:5]=[CH:6][CH:7]=1. The yield is 0.380. (5) The reactants are [CH:1]1([N:7]([CH:19]2[CH2:24][CH2:23][CH2:22][CH2:21][CH2:20]2)[C:8](=[O:18])[NH:9][C:10]2[S:11][CH:12]=[C:13]([C:15](O)=[O:16])[N:14]=2)[CH2:6][CH2:5][CH2:4][CH2:3][CH2:2]1.[CH3:25][O:26][C:27](=[O:30])[CH2:28][NH2:29]. No catalyst specified. The product is [CH3:25][O:26][C:27](=[O:30])[CH2:28][NH:29][C:15]([C:13]1[N:14]=[C:10]([NH:9][C:8]([N:7]([CH:19]2[CH2:24][CH2:23][CH2:22][CH2:21][CH2:20]2)[CH:1]2[CH2:6][CH2:5][CH2:4][CH2:3][CH2:2]2)=[O:18])[S:11][CH:12]=1)=[O:16]. The yield is 0.300. (6) The reactants are [C:1](=[O:28])([O:12][CH2:13][C@H:14]([NH:21][C:22](=[O:27])[CH2:23][CH2:24][CH:25]=[CH2:26])[C:15]1[CH:20]=[CH:19][CH:18]=[CH:17][CH:16]=1)OC1C=CC([N+]([O-])=O)=CC=1.CCN(C(C)C)C(C)C.Cl.[CH2:39]([NH:42][CH2:43][C:44]([O:46][C:47]([CH3:50])([CH3:49])[CH3:48])=[O:45])[CH:40]=[CH2:41]. The catalyst is CN(C1C=CN=CC=1)C.C(Cl)Cl. The product is [CH2:39]([N:42]([C:1]([O:12][CH2:13][C@H:14]([NH:21][C:22](=[O:27])[CH2:23][CH2:24][CH:25]=[CH2:26])[C:15]1[CH:16]=[CH:17][CH:18]=[CH:19][CH:20]=1)=[O:28])[CH2:43][C:44]([O:46][C:47]([CH3:50])([CH3:49])[CH3:48])=[O:45])[CH:40]=[CH2:41]. The yield is 0.590. (7) The reactants are [Cl:1][C:2]1[CH:7]=[CH:6][C:5]([C:8](=O)[CH2:9][C:10]([O:12]CC)=O)=[C:4]([F:16])[CH:3]=1.[N:17]1[CH:22]=[CH:21][CH:20]=[CH:19][C:18]=1[C:23]1[CH:24]=[N:25][NH:26][C:27]=1[NH2:28].CC1C=CC(S(O)(=O)=O)=CC=1. The catalyst is CCCCO. The product is [Cl:1][C:2]1[CH:7]=[CH:6][C:5]([C:8]2[NH:28][C:27]3[N:26]([N:25]=[CH:24][C:23]=3[C:18]3[CH:19]=[CH:20][CH:21]=[CH:22][N:17]=3)[C:10](=[O:12])[CH:9]=2)=[C:4]([F:16])[CH:3]=1. The yield is 0.470.